From a dataset of Catalyst prediction with 721,799 reactions and 888 catalyst types from USPTO. Predict which catalyst facilitates the given reaction. Reactant: C([O:4][CH2:5][C:6]1[CH:11]=[CH:10][C:9]([C:12]2[N:13]=[C:14]([NH:27][C:28](=[O:30])[CH3:29])[S:15][C:16]=2[C:17]2[CH:22]=[CH:21][C:20]([S:23]([CH3:26])(=[O:25])=[O:24])=[CH:19][CH:18]=2)=[CH:8][CH:7]=1)(=O)C.C(=O)([O-])[O-].Cl. Product: [OH:4][CH2:5][C:6]1[CH:11]=[CH:10][C:9]([C:12]2[N:13]=[C:14]([NH:27][C:28](=[O:30])[CH3:29])[S:15][C:16]=2[C:17]2[CH:22]=[CH:21][C:20]([S:23]([CH3:26])(=[O:25])=[O:24])=[CH:19][CH:18]=2)=[CH:8][CH:7]=1. The catalyst class is: 5.